Dataset: Reaction yield outcomes from USPTO patents with 853,638 reactions. Task: Predict the reaction yield, written as a fraction of the theoretical maximum amount of product (1.0 means a 100% yield; for example, 0.34 means a 34% yield). (1) The reactants are Br[C:2]1[CH:3]=[C:4]([C:10]2([C:21]3[CH:26]=[CH:25][N:24]=[C:23]([C:27]([F:30])([F:29])[F:28])[CH:22]=3)[C:18]3[C:13](=[C:14]([F:19])[CH:15]=[CH:16][CH:17]=3)[C:12]([NH2:20])=[N:11]2)[CH:5]=[CH:6][C:7]=1[O:8][CH3:9].[N:31]1[CH:36]=[C:35](B(O)O)[CH:34]=[N:33][CH:32]=1.C(=O)([O-])[O-].[K+].[K+].CO. The catalyst is CN(C=O)C.C1C=CC(P(C2C=CC=CC=2)[C-]2C=CC=C2)=CC=1.C1C=CC(P(C2C=CC=CC=2)[C-]2C=CC=C2)=CC=1.Cl[Pd]Cl.[Fe+2]. The product is [F:19][C:14]1[CH:15]=[CH:16][CH:17]=[C:18]2[C:13]=1[C:12]([NH2:20])=[N:11][C:10]2([C:4]1[CH:5]=[CH:6][C:7]([O:8][CH3:9])=[C:2]([C:35]2[CH:36]=[N:31][CH:32]=[N:33][CH:34]=2)[CH:3]=1)[C:21]1[CH:26]=[CH:25][N:24]=[C:23]([C:27]([F:28])([F:29])[F:30])[CH:22]=1. The yield is 0.430. (2) The reactants are [C:1]([O:4][C:5](=O)[CH3:6])(=[O:3])[CH3:2].C(N(CC)CC)C.[C:15]([N:18]([CH2:28]C(O)=O)[C:19]1C=[CH:26][CH:25]=[CH:24][C:20]=1C(O)=O)(=[O:17])[CH3:16]. The catalyst is O. The product is [C:15]([N:18]1[C:19]2[C:6](=[CH:26][CH:25]=[CH:24][CH:20]=2)[C:5]([O:4][C:1](=[O:3])[CH3:2])=[CH:28]1)(=[O:17])[CH3:16]. The yield is 0.860. (3) The reactants are [CH2:1]([C:3]1[N:7]([C:8]2[N:16]=[C:15]3[C:11]([N:12]=[C:13]([CH:18]=O)[N:14]3[CH3:17])=[C:10]([N:20]3[CH2:25][CH2:24][O:23][CH2:22][CH2:21]3)[N:9]=2)[C:6]2[CH:26]=[CH:27][CH:28]=[CH:29][C:5]=2[N:4]=1)[CH3:2].[NH:30]1[CH2:33][CH:32]([N:34]2[CH2:39][CH2:38][N:37]([CH3:40])[C:36](=[O:41])[CH2:35]2)[CH2:31]1.C(O[BH-](OC(=O)C)OC(=O)C)(=O)C.[Na+]. The catalyst is ClCCCl. The product is [CH2:1]([C:3]1[N:7]([C:8]2[N:16]=[C:15]3[C:11]([N:12]=[C:13]([CH2:18][N:30]4[CH2:31][CH:32]([N:34]5[CH2:39][CH2:38][N:37]([CH3:40])[C:36](=[O:41])[CH2:35]5)[CH2:33]4)[N:14]3[CH3:17])=[C:10]([N:20]3[CH2:25][CH2:24][O:23][CH2:22][CH2:21]3)[N:9]=2)[C:6]2[CH:26]=[CH:27][CH:28]=[CH:29][C:5]=2[N:4]=1)[CH3:2]. The yield is 0.820. (4) The product is [CH:13]([CH:8]([CH2:7][C:5]1[CH:4]=[N:3][N:2]([CH3:1])[CH:6]=1)[C:9]([O:11][CH3:12])=[O:10])=[O:14]. The catalyst is C1COCC1. The reactants are [CH3:1][N:2]1[CH:6]=[C:5]([CH2:7][CH2:8][C:9]([O:11][CH3:12])=[O:10])[CH:4]=[N:3]1.[CH:13](OC)=[O:14].CC([O-])(C)C.[K+]. The yield is 0.398. (5) The catalyst is ClCCl.CN(C1C=CN=CC=1)C. The yield is 0.830. The product is [CH3:31][CH:30]([CH2:32][CH2:33][CH2:34][C@H:35]([C@@H:37]1[C@:55]2([CH3:56])[C@H:40]([C@H:41]3[C@H:52]([CH2:53][CH2:54]2)[C@:50]2([CH3:51])[C:44]([CH2:45][C@H:46]([CH2:48][CH2:49]2)[OH:47])=[CH:43][CH2:42]3)[CH2:39][CH2:38]1)[CH3:36])[CH3:29].[Cl:25][CH2:24][CH2:23][N:22]([CH2:26][CH2:27][Cl:28])[C:12]1[CH:11]=[CH:10][C:15]([CH2:16][CH2:17][CH2:18][C:19]([O-:21])=[O:20])=[CH:14][CH:13]=1. The reactants are CC(C)N=C=NC(C)C.[CH:10]1[C:15]([CH2:16][CH2:17][CH2:18][C:19]([OH:21])=[O:20])=[CH:14][CH:13]=[C:12]([N:22]([CH2:26][CH2:27][Cl:28])[CH2:23][CH2:24][Cl:25])[CH:11]=1.[CH3:29][CH:30]([CH2:32][CH2:33][CH2:34][C@H:35]([C@@H:37]1[C@:55]2([CH3:56])[C@H:40]([C@H:41]3[C@H:52]([CH2:53][CH2:54]2)[C@:50]2([CH3:51])[C:44]([CH2:45][C@H:46]([CH2:48][CH2:49]2)[OH:47])=[CH:43][CH2:42]3)[CH2:39][CH2:38]1)[CH3:36])[CH3:31].C(=O)(O)[O-].[Na+]. (6) The reactants are [NH2:1][CH2:2][C@@:3]1([OH:11])[CH:8]2[CH2:9][CH2:10][N:5]([CH2:6][CH2:7]2)[CH2:4]1.Cl.CCN(C(C)C)C(C)C.C([O-])([O-])=O.[Cs+].[Cs+].[Cl:28][C:29]1[CH:30]=[CH:31][C:32]2[O:36][C:35]([N:37]=[C:38](SC)SC)=[N:34][C:33]=2[CH:43]=1. The catalyst is CN(C=O)C. The product is [Cl:28][C:29]1[CH:30]=[CH:31][C:32]2[O:36][C:35]([NH:37][C:38]3[O:11][C@:3]4([CH2:2][N:1]=3)[CH:8]3[CH2:7][CH2:6][N:5]([CH2:10][CH2:9]3)[CH2:4]4)=[N:34][C:33]=2[CH:43]=1. The yield is 0.530. (7) The reactants are [CH:1]([C:3]1[C:4]([OH:15])=[C:5]([CH:11]=[C:12]([CH3:14])[CH:13]=1)[C:6]([O:8][CH2:9][CH3:10])=[O:7])=O.C([O-])([O-])=O.[K+].[K+].C(N(CC)CC)C.[F:29][C:30]([F:39])([F:38])/[CH:31]=[CH:32]/[C:33]([O:35][CH2:36][CH3:37])=[O:34].Cl. The catalyst is CS(C)=O. The product is [CH3:14][C:12]1[CH:13]=[C:3]2[C:4](=[C:5]([C:6]([O:8][CH2:9][CH3:10])=[O:7])[CH:11]=1)[O:15][CH:31]([C:30]([F:29])([F:39])[F:38])[C:32]([C:33]([O:35][CH2:36][CH3:37])=[O:34])=[CH:1]2. The yield is 0.420.